Dataset: Full USPTO retrosynthesis dataset with 1.9M reactions from patents (1976-2016). Task: Predict the reactants needed to synthesize the given product. (1) Given the product [Cl:10][C:11]1[CH:16]=[C:15]([NH:17][C:18]2[C:27]3[C:22](=[CH:23][CH:24]=[CH:25][C:26]=3[O:28][CH2:29][C@H:30]3[CH2:35][CH2:34][CH2:33][CH2:32][N:31]3[C:36](=[O:39])[CH2:37][OH:38])[N:21]=[CH:20][N:19]=2)[CH:14]=[CH:13][C:12]=1[O:40][CH2:2][C:3]1[CH:8]=[CH:7][CH:6]=[CH:5][C:4]=1[F:9], predict the reactants needed to synthesize it. The reactants are: Cl[CH2:2][C:3]1[CH:8]=[CH:7][CH:6]=[CH:5][C:4]=1[F:9].[Cl:10][C:11]1[CH:16]=[C:15]([NH:17][C:18]2[C:27]3[C:22](=[CH:23][CH:24]=[CH:25][C:26]=3[O:28][CH2:29][C@H:30]3[CH2:35][CH2:34][CH2:33][CH2:32][N:31]3[C:36](=[O:39])[CH2:37][OH:38])[N:21]=[CH:20][N:19]=2)[CH:14]=[CH:13][C:12]=1[OH:40]. (2) Given the product [Br:3][C:4]1[CH:9]=[CH:8][C:7]([N:10]2[C:21]3[C:13](=[C:14]4[N:18]([C:19](=[O:23])[C:20]=3[F:22])[CH2:17][CH2:16][CH2:15]4)[N:12]([S:29]([CH:26]3[CH2:28][CH2:27]3)(=[O:31])=[O:30])[C:11]2=[O:24])=[C:6]([F:25])[CH:5]=1, predict the reactants needed to synthesize it. The reactants are: [H-].[Na+].[Br:3][C:4]1[CH:9]=[CH:8][C:7]([N:10]2[C:21]3[C:13](=[C:14]4[N:18]([C:19](=[O:23])[C:20]=3[F:22])[CH2:17][CH2:16][CH2:15]4)[NH:12][C:11]2=[O:24])=[C:6]([F:25])[CH:5]=1.[CH:26]1([S:29](Cl)(=[O:31])=[O:30])[CH2:28][CH2:27]1. (3) Given the product [CH3:1][O:2][C:3](=[O:15])[C:4]1[CH:9]=[CH:8][CH:7]=[C:6]([C:10]2[N:18]=[CH:16][O:17][C:11]=2[CH3:12])[CH:5]=1, predict the reactants needed to synthesize it. The reactants are: [CH3:1][O:2][C:3](=[O:15])[C:4]1[CH:9]=[CH:8][CH:7]=[C:6]([C:10](=O)[CH:11](Br)[CH3:12])[CH:5]=1.[CH:16]([NH2:18])=[O:17]. (4) Given the product [CH2:1]([C:4]1[C:8]([CH2:9][CH2:10][CH2:11][O:12][C:24]2[CH:25]=[C:26]([CH2:30][C:31]([OH:33])=[O:32])[CH:27]=[CH:28][CH:29]=2)=[CH:7][N:6]([C:13]2[CH:18]=[CH:17][C:16]([C:19]([F:21])([F:20])[F:22])=[CH:15][N:14]=2)[N:5]=1)[CH2:2][CH3:3], predict the reactants needed to synthesize it. The reactants are: [CH2:1]([C:4]1[C:8]([CH2:9][CH2:10][CH2:11][OH:12])=[CH:7][N:6]([C:13]2[CH:18]=[CH:17][C:16]([C:19]([F:22])([F:21])[F:20])=[CH:15][N:14]=2)[N:5]=1)[CH2:2][CH3:3].O[C:24]1[CH:25]=[C:26]([CH2:30][C:31]([O:33]C)=[O:32])[CH:27]=[CH:28][CH:29]=1.C(P(CCCC)CCCC)CCC.N(C(N1CCCCC1)=O)=NC(N1CCCCC1)=O. (5) Given the product [NH2:23][C:7]1[CH:8]=[C:9]([C:12]2[C:13]([C:19]([O:21][CH3:22])=[O:20])=[CH:14][CH:15]=[C:16]([CH3:18])[CH:17]=2)[CH:10]=[CH:11][C:6]=1[N:5]([CH2:26][CH:27]([CH3:29])[CH3:28])[CH2:1][CH:2]([CH3:3])[CH3:4], predict the reactants needed to synthesize it. The reactants are: [CH2:1]([N:5]([CH2:26][CH:27]([CH3:29])[CH3:28])[C:6]1[CH:11]=[CH:10][C:9]([C:12]2[C:13]([C:19]([O:21][CH3:22])=[O:20])=[CH:14][CH:15]=[C:16]([CH3:18])[CH:17]=2)=[CH:8][C:7]=1[N+:23]([O-])=O)[CH:2]([CH3:4])[CH3:3].[Cl-].[NH4+]. (6) Given the product [C:15]([S:17][CH2:2][CH2:3][O:4][CH2:5][N:6]1[C:10]2=[N:11][CH:12]=[CH:13][CH:14]=[C:9]2[N:8]=[CH:7]1)(=[O:18])[CH3:16], predict the reactants needed to synthesize it. The reactants are: Cl[CH2:2][CH2:3][O:4][CH2:5][N:6]1[C:10]2=[N:11][CH:12]=[CH:13][CH:14]=[C:9]2[N:8]=[CH:7]1.[C:15]([O-:18])(=[S:17])[CH3:16].[K+]. (7) Given the product [Br:1][C:2]1[CH:3]=[CH:4][C:5]([C:8]([C:10]2[CH:15]=[N:14][CH:13]=[N:12][CH:11]=2)=[O:9])=[CH:6][CH:7]=1, predict the reactants needed to synthesize it. The reactants are: [Br:1][C:2]1[CH:7]=[CH:6][C:5]([CH:8]([C:10]2[CH:11]=[N:12][CH:13]=[N:14][CH:15]=2)[OH:9])=[CH:4][CH:3]=1.